Dataset: Full USPTO retrosynthesis dataset with 1.9M reactions from patents (1976-2016). Task: Predict the reactants needed to synthesize the given product. (1) Given the product [NH2:9][C:5]1[CH:4]=[C:3]([CH:8]=[CH:7][C:6]=1[CH3:23])[CH2:2][N:12]1[C:13](=[O:22])[C:14]2[C:19](=[CH:18][CH:17]=[CH:16][CH:15]=2)[C:20]1=[O:21], predict the reactants needed to synthesize it. The reactants are: C[CH:2]([N:12]1[C:20](=[O:21])[C:19]2[C:14](=[CH:15][CH:16]=[CH:17][CH:18]=2)[C:13]1=[O:22])[C:3]1[CH:8]=[CH:7][CH:6]=[C:5]([N+:9]([O-])=O)[CH:4]=1.[C:23](OCC)(=O)C. (2) Given the product [NH2:2][CH2:1][C:3]1([C:16]([O:18][CH2:19][CH3:20])=[O:17])[CH2:4][CH2:5][N:6]([C:9]([O:11][C:12]([CH3:14])([CH3:15])[CH3:13])=[O:10])[CH2:7][CH2:8]1, predict the reactants needed to synthesize it. The reactants are: [C:1]([C:3]1([C:16]([O:18][CH2:19][CH3:20])=[O:17])[CH2:8][CH2:7][N:6]([C:9]([O:11][C:12]([CH3:15])([CH3:14])[CH3:13])=[O:10])[CH2:5][CH2:4]1)#[N:2]. (3) Given the product [CH:1]1([CH2:4][N:5]([CH2:15][CH2:16][CH3:17])[C:6]2[N:11]=[CH:10][N:9]=[C:8]([C:12]([NH:30][C:31]3[CH:32]=[CH:33][C:34]([CH2:35][S:36]([CH2:39][CH2:40][C:41]([O:43][CH2:44][CH3:45])=[O:42])(=[O:38])=[O:37])=[CH:46][CH:47]=3)=[O:14])[CH:7]=2)[CH2:2][CH2:3]1, predict the reactants needed to synthesize it. The reactants are: [CH:1]1([CH2:4][N:5]([CH2:15][CH2:16][CH3:17])[C:6]2[N:11]=[CH:10][N:9]=[C:8]([C:12]([OH:14])=O)[CH:7]=2)[CH2:3][CH2:2]1.C(N(CC)CC)C.ClC(OC)=O.[NH2:30][C:31]1[CH:47]=[CH:46][C:34]([CH2:35][S:36]([CH2:39][CH2:40][C:41]([O:43][CH2:44][CH3:45])=[O:42])(=[O:38])=[O:37])=[CH:33][CH:32]=1. (4) Given the product [CH3:9][O:8][C:6]1[CH:5]=[CH:4][C:3]([C:10](=[O:11])[C:12]2[CH:13]=[CH:14][C:15]([O:18][CH2:19][C:20]3[N:21]=[C:22]([C:26]4[CH:27]=[CH:28][CH:29]=[CH:30][CH:31]=4)[O:23][C:24]=3[CH3:25])=[CH:16][CH:17]=2)=[C:2]([CH:7]=1)[O:1][CH:33]([CH2:38][CH3:39])[C:34]([OH:36])=[O:35], predict the reactants needed to synthesize it. The reactants are: [OH:1][C:2]1[CH:7]=[C:6]([O:8][CH3:9])[CH:5]=[CH:4][C:3]=1[C:10]([C:12]1[CH:17]=[CH:16][C:15]([O:18][CH2:19][C:20]2[N:21]=[C:22]([C:26]3[CH:31]=[CH:30][CH:29]=[CH:28][CH:27]=3)[O:23][C:24]=2[CH3:25])=[CH:14][CH:13]=1)=[O:11].Br[CH:33]([CH2:38][CH3:39])[C:34]([O:36]C)=[O:35].C(=O)([O-])[O-].[K+].[K+].CN(C)C=O. (5) Given the product [Cl:20][C:14]1[S:16][C:7]2[CH:6]=[CH:5][C:4]([C:9]([F:12])([F:11])[F:10])=[CH:3][C:2]=2[N:1]=1, predict the reactants needed to synthesize it. The reactants are: [NH2:1][C:2]1[CH:3]=[C:4]([C:9]([F:12])([F:11])[F:10])[CH:5]=[CH:6][C:7]=1Br.O(CC)[C:14]([S-:16])=S.[K+].[ClH:20]. (6) Given the product [Br-:1].[Si:8]([O:7][C:6]1[CH:15]=[CH:16][C:3]([CH2:2][P+:26]([C:27]2[CH:28]=[CH:29][CH:30]=[CH:31][CH:32]=2)([C:33]2[CH:38]=[CH:37][CH:36]=[CH:35][CH:34]=2)[C:23]2[CH:22]=[CH:21][CH:20]=[CH:25][CH:24]=2)=[CH:4][C:5]=1[O:17][CH2:18][CH3:19])([C:11]([CH3:14])([CH3:13])[CH3:12])([CH3:10])[CH3:9], predict the reactants needed to synthesize it. The reactants are: [Br:1][CH2:2][C:3]1[CH:16]=[CH:15][C:6]([O:7][Si:8]([C:11]([CH3:14])([CH3:13])[CH3:12])([CH3:10])[CH3:9])=[C:5]([O:17][CH2:18][CH3:19])[CH:4]=1.[CH:20]1[CH:25]=[CH:24][C:23]([P:26]([C:33]2[CH:38]=[CH:37][CH:36]=[CH:35][CH:34]=2)[C:27]2[CH:32]=[CH:31][CH:30]=[CH:29][CH:28]=2)=[CH:22][CH:21]=1. (7) Given the product [OH:19][C:17]1[CH:18]=[C:9]([C:39]2[CH:44]=[C:43]([CH3:45])[CH:42]=[CH:41][C:40]=2[C:46]2[CH:51]=[CH:50][C:49]([C:52]([F:53])([F:55])[F:54])=[CH:48][CH:47]=2)[CH:10]=[C:11]2[C:16]=1[N:15]=[CH:14][NH:13][C:12]2=[O:36], predict the reactants needed to synthesize it. The reactants are: CC1(C)C(C)(C)OB([C:9]2[CH:10]=[C:11]3[C:16](=[C:17]([O:19]COCC[Si](C)(C)C)[CH:18]=2)[N:15]=[CH:14][N:13](COCC[Si](C)(C)C)[C:12]3=[O:36])O1.Br[C:39]1[CH:44]=[C:43]([CH3:45])[CH:42]=[CH:41][C:40]=1[C:46]1[CH:51]=[CH:50][C:49]([C:52]([F:55])([F:54])[F:53])=[CH:48][CH:47]=1.FC1C=C(I)C=C(F)C=1F.C(=O)([O-])[O-].[K+].[K+]. (8) Given the product [NH2:2][CH2:3][C:4]1[CH:13]=[CH:12][CH:11]=[C:10]2[C:5]=1[C:6](=[O:23])[N:7]([CH:15]1[CH2:20][CH2:19][C:18](=[O:21])[NH:17][C:16]1=[O:22])[C:8]([CH3:14])=[N:9]2, predict the reactants needed to synthesize it. The reactants are: Cl.[NH2:2][CH2:3][C:4]1[CH:13]=[CH:12][CH:11]=[C:10]2[C:5]=1[C:6](=[O:23])[N:7]([CH:15]1[CH2:20][CH2:19][C:18](=[O:21])[NH:17][C:16]1=[O:22])[C:8]([CH3:14])=[N:9]2.C1(C)C=CC(C(Cl)=O)=CC=1.C(N(CC)CC)C. (9) The reactants are: C[CH:2]1[CH2:7][CH2:6][CH2:5][N:4]([C:8]2[O:9][C:10]([C:17]([NH:19][C:20]3[CH:21]=[CH:22][C:23]([N:26]4[CH2:31][CH2:30][N:29](CC5C=C(C=CC=5)C(OC)=O)[C:28](=O)[CH2:27]4)=[N:24][CH:25]=3)=[O:18])=[C:11]([C:13]([F:16])([F:15])[F:14])[N:12]=2)[CH2:3]1.[C:44]1([CH3:54])[CH:49]=[CH:48][CH:47]=[CH:46][C:45]=1[S:50](Cl)(=[O:52])=[O:51]. Given the product [C:44]1([CH3:54])[CH:49]=[CH:48][CH:47]=[CH:46][C:45]=1[S:50]([N:29]1[CH2:28][CH2:27][N:26]([C:23]2[N:24]=[CH:25][C:20]([NH:19][C:17]([C:10]3[O:9][C:8]([N:4]4[CH2:3][CH2:2][CH2:7][CH2:6][CH2:5]4)=[N:12][C:11]=3[C:13]([F:15])([F:16])[F:14])=[O:18])=[CH:21][CH:22]=2)[CH2:31][CH2:30]1)(=[O:52])=[O:51], predict the reactants needed to synthesize it.